From a dataset of Catalyst prediction with 721,799 reactions and 888 catalyst types from USPTO. Predict which catalyst facilitates the given reaction. (1) Reactant: [Cl-].[Ca+2].[Cl-].[BH4-].[Na+].C[O:7][C:8]([C:10]1[CH:15]=[CH:14][C:13]([C:16]([O:18][CH3:19])=[O:17])=[C:12]([Cl:20])[N:11]=1)=O. The catalyst class is: 353. Product: [CH3:19][O:18][C:16](=[O:17])[C:13]1[CH:14]=[CH:15][C:10]([CH2:8][OH:7])=[N:11][C:12]=1[Cl:20]. (2) Reactant: [F:1][C:2]1[CH:7]=[C:6]([F:8])[CH:5]=[CH:4][C:3]=1[NH:9][C:10]1[C:19]2[C:14](=[CH:15][C:16]([O:26][CH2:27][CH3:28])=[C:17]([C:20]3[CH2:21][CH2:22][NH:23][CH2:24][CH:25]=3)[CH:18]=2)[N:13]=[CH:12][C:11]=1[C:29]([NH2:31])=[O:30].C(N(CC)CC)C.[C:39](OC(=O)C)(=[O:41])[CH3:40].C([O-])(O)=O.[Na+]. Product: [C:39]([N:23]1[CH2:22][CH:21]=[C:20]([C:17]2[CH:18]=[C:19]3[C:14](=[CH:15][C:16]=2[O:26][CH2:27][CH3:28])[N:13]=[CH:12][C:11]([C:29]([NH2:31])=[O:30])=[C:10]3[NH:9][C:3]2[CH:4]=[CH:5][C:6]([F:8])=[CH:7][C:2]=2[F:1])[CH2:25][CH2:24]1)(=[O:41])[CH3:40]. The catalyst class is: 2. (3) Reactant: CC(OC([NH:8][CH2:9][CH2:10][N:11]1[CH2:16][CH2:15][N:14](C(OC(C)(C)C)=O)[CH2:13][CH:12]1[C:24]([O:26]CC)=O)=O)(C)C.C(O)(C(F)(F)F)=O. Product: [C:24]1(=[O:26])[NH:8][CH2:9][CH2:10][N:11]2[CH2:16][CH2:15][NH:14][CH2:13][CH:12]12. The catalyst class is: 4.